Task: Predict which catalyst facilitates the given reaction.. Dataset: Catalyst prediction with 721,799 reactions and 888 catalyst types from USPTO Reactant: [C:1]1([O:7][C:8](=[O:34])[N:9]([C:19]2[CH:24]=[C:23]([O:25][C:26]3[CH:31]=[CH:30][C:29]([NH2:32])=[C:28]([F:33])[CH:27]=3)[CH:22]=[CH:21][N:20]=2)[C:10]([O:12][C:13]2[CH:18]=[CH:17][CH:16]=[CH:15][CH:14]=2)=[O:11])[CH:6]=[CH:5][CH:4]=[CH:3][CH:2]=1.[C:35]1([NH:41][C:42]([C:44]2([C:47](O)=[O:48])[CH2:46][CH2:45]2)=[O:43])[CH:40]=[CH:39][CH:38]=[CH:37][CH:36]=1.C(N(CC)CC)C.F[P-](F)(F)(F)(F)F.N1(O[P+](N(C)C)(N(C)C)N(C)C)C2C=CC=CC=2N=N1. Product: [C:1]1([O:7][C:8](=[O:34])[N:9]([C:19]2[CH:24]=[C:23]([O:25][C:26]3[CH:31]=[CH:30][C:29]([NH:32][C:47]([C:44]4([C:42](=[O:43])[NH:41][C:35]5[CH:40]=[CH:39][CH:38]=[CH:37][CH:36]=5)[CH2:45][CH2:46]4)=[O:48])=[C:28]([F:33])[CH:27]=3)[CH:22]=[CH:21][N:20]=2)[C:10]([O:12][C:13]2[CH:14]=[CH:15][CH:16]=[CH:17][CH:18]=2)=[O:11])[CH:2]=[CH:3][CH:4]=[CH:5][CH:6]=1. The catalyst class is: 9.